This data is from Full USPTO retrosynthesis dataset with 1.9M reactions from patents (1976-2016). The task is: Predict the reactants needed to synthesize the given product. (1) Given the product [Cl:18][C:19]1[CH:20]=[CH:21][C:22]([OH:36])=[C:23]([NH:25][C:26]2[S:27][CH:28]=[C:29]([C:31]([OH:33])=[O:32])[N:30]=2)[CH:24]=1, predict the reactants needed to synthesize it. The reactants are: ClC1C=CC(O)=C(CC2SC=C(C(O)=O)N=2)C=1.[Cl:18][C:19]1[CH:20]=[CH:21][C:22]([O:36]C)=[C:23]([NH:25][C:26]2[S:27][CH:28]=[C:29]([C:31]([O:33]CC)=[O:32])[N:30]=2)[CH:24]=1. (2) The reactants are: [F:1][C:2]1[CH:3]=[C:4]([CH2:8][CH2:9][C:10]2[O:14][C:13]([C:15]3[CH:16]=[C:17]([NH:22][C:23]4[CH:28]=[CH:27][C:26]([O:29][CH3:30])=[CH:25][CH:24]=4)[C:18]([NH2:21])=[CH:19][CH:20]=3)=[N:12][N:11]=2)[CH:5]=[CH:6][CH:7]=1.[C:31](=O)([O-])O.[Na+]. Given the product [F:1][C:2]1[CH:3]=[C:4]([CH2:8][CH2:9][C:10]2[O:14][C:13]([C:15]3[CH:20]=[CH:19][C:18]4[N:21]=[CH:31][N:22]([C:23]5[CH:24]=[CH:25][C:26]([O:29][CH3:30])=[CH:27][CH:28]=5)[C:17]=4[CH:16]=3)=[N:12][N:11]=2)[CH:5]=[CH:6][CH:7]=1, predict the reactants needed to synthesize it. (3) Given the product [Cl:59][C:54]1[CH:55]=[CH:56][CH:57]=[C:58]2[C:53]=1[N:52]=[C:51]([C:60]1[CH:65]=[C:64]([CH3:66])[CH:63]=[CH:62][N:61]=1)[C:50]([CH3:67])=[C:49]2[NH:47][C:43]1[CH:44]=[N:45][CH:46]=[C:41]([N:38]2[CH2:39][CH2:40][O:35][CH2:36][CH2:37]2)[CH:42]=1, predict the reactants needed to synthesize it. The reactants are: C1(P(C2CCCCC2)C2C=CC=CC=2C2C(C(C)C)=CC(C(C)C)=CC=2C(C)C)CCCCC1.[O:35]1[CH2:40][CH2:39][N:38]([C:41]2[CH:42]=[C:43]([NH2:47])[CH:44]=[N:45][CH:46]=2)[CH2:37][CH2:36]1.Cl[C:49]1[C:58]2[C:53](=[C:54]([Cl:59])[CH:55]=[CH:56][CH:57]=2)[N:52]=[C:51]([C:60]2[CH:65]=[C:64]([CH3:66])[CH:63]=[CH:62][N:61]=2)[C:50]=1[CH3:67].CC(C)([O-])C.[Na+]. (4) Given the product [C:20]([O:19][C:18](=[O:24])[NH:17][CH2:16][C:15]1[S:25][CH:2]=[C:3]([C:5]2[C:13]3[C:8](=[N:9][CH:10]=[CH:11][CH:12]=3)[NH:7][CH:6]=2)[N:14]=1)([CH3:23])([CH3:21])[CH3:22], predict the reactants needed to synthesize it. The reactants are: Br[CH2:2][C:3]([C:5]1[C:13]2[C:8](=[N:9][CH:10]=[CH:11][CH:12]=2)[NH:7][CH:6]=1)=O.[NH2:14][C:15](=[S:25])[CH2:16][NH:17][C:18](=[O:24])[O:19][C:20]([CH3:23])([CH3:22])[CH3:21].CCO. (5) Given the product [Br:1][C:2]1[CH:3]=[N:4][C:5]([NH:13][CH:9]2[CH2:12][CH2:11][CH2:10]2)=[N:6][CH:7]=1, predict the reactants needed to synthesize it. The reactants are: [Br:1][C:2]1[CH:3]=[N:4][C:5](Cl)=[N:6][CH:7]=1.[CH:9]1([NH2:13])[CH2:12][CH2:11][CH2:10]1.CCN(C(C)C)C(C)C.C(#N)C.